Predict the reaction yield, written as a fraction of the theoretical maximum amount of product (1.0 means a 100% yield; for example, 0.34 means a 34% yield). From a dataset of Reaction yield outcomes from USPTO patents with 853,638 reactions. (1) The reactants are [CH2:1]([O:3][CH:4]([O:18][CH2:19][CH3:20])[CH2:5][NH:6][CH2:7][C:8]1[C:17]2[C:12](=[CH:13][CH:14]=[CH:15][CH:16]=2)[CH:11]=[CH:10][CH:9]=1)[CH3:2].[CH:21]1[C:33]2[CH:32]([CH2:34][O:35][C:36]([NH:38][C@@H:39]([CH2:43][C:44]3[CH:49]=[CH:48][C:47]([O:50][C:51]([CH3:54])([CH3:53])[CH3:52])=[CH:46][CH:45]=3)[C:40](O)=[O:41])=[O:37])[C:31]3[C:26](=[CH:27][CH:28]=[CH:29][CH:30]=3)[C:25]=2[CH:24]=[CH:23][CH:22]=1. No catalyst specified. The product is [C:51]([O:50][C:47]1[CH:46]=[CH:45][C:44]([CH2:43][C@H:39]([NH:38][C:36](=[O:37])[O:35][CH2:34][CH:32]2[C:33]3[CH:21]=[CH:22][CH:23]=[CH:24][C:25]=3[C:26]3[C:31]2=[CH:30][CH:29]=[CH:28][CH:27]=3)[C:40]([N:6]([CH2:5][CH:4]([O:3][CH2:1][CH3:2])[O:18][CH2:19][CH3:20])[CH2:7][C:8]2[C:17]3[C:12](=[CH:13][CH:14]=[CH:15][CH:16]=3)[CH:11]=[CH:10][CH:9]=2)=[O:41])=[CH:49][CH:48]=1)([CH3:54])([CH3:52])[CH3:53]. The yield is 0.900. (2) The reactants are Br[C:2]1[CH:7]=[C:6]([C:8]2[N:12]3[CH:13]=[CH:14][CH:15]=[CH:16][C:11]3=[N:10][C:9]=2[C:17]2[CH:22]=[CH:21][CH:20]=[CH:19][N:18]=2)[CH:5]=[CH:4][N:3]=1.[Br:23][C:24]1[CH:29]=[CH:28][C:27](B(O)O)=[CH:26][CH:25]=1. The catalyst is C(Cl)Cl.CO. The product is [Br:23][C:24]1[CH:29]=[CH:28][C:27]([C:2]2[CH:7]=[C:6]([C:8]3[N:12]4[CH:13]=[CH:14][CH:15]=[CH:16][C:11]4=[N:10][C:9]=3[C:17]3[CH:22]=[CH:21][CH:20]=[CH:19][N:18]=3)[CH:5]=[CH:4][N:3]=2)=[CH:26][CH:25]=1. The yield is 0.795. (3) The reactants are I.[S:2]1[CH:6]=[CH:5][CH:4]=[C:3]1[C:7](SC)=[NH:8].[N:11]1([CH2:16][CH2:17][N:18]2[CH2:23][CH2:22][S:21][C:20]3[CH:24]=[C:25]([NH2:28])[CH:26]=[CH:27][C:19]2=3)[CH2:15][CH2:14][CH2:13][CH2:12]1. The catalyst is CCO. The product is [N:11]1([CH2:16][CH2:17][N:18]2[CH2:23][CH2:22][S:21][C:20]3[CH:24]=[C:25]([NH:28][C:7]([C:3]4[S:2][CH:6]=[CH:5][CH:4]=4)=[NH:8])[CH:26]=[CH:27][C:19]2=3)[CH2:15][CH2:14][CH2:13][CH2:12]1. The yield is 0.880. (4) The reactants are [CH3:1][C:2]1[CH:3]=[N:4][NH:5][CH:6]=1.[O:7]1[CH:12]=[CH:11][CH2:10][CH2:9][CH2:8]1.[H-].[Na+]. The catalyst is FC(F)(F)C(O)=O. The product is [CH3:1][C:2]1[CH:3]=[N:4][N:5]([CH:8]2[CH2:9][CH2:10][CH2:11][CH2:12][O:7]2)[CH:6]=1. The yield is 0.830.